From a dataset of Forward reaction prediction with 1.9M reactions from USPTO patents (1976-2016). Predict the product of the given reaction. (1) Given the reactants [C:1]([NH:5][CH2:6][CH2:7][NH2:8])(=[O:4])[CH:2]=[CH2:3].[ClH:9], predict the reaction product. The product is: [ClH:9].[C:1]([NH:5][CH2:6][CH2:7][NH2:8])(=[O:4])[CH:2]=[CH2:3]. (2) Given the reactants C([O:8][C:9]1[N:14]=[CH:13][C:12]([C:15]2[CH:20]=[CH:19][C:18]([CH2:21][C:22]([NH:24][C:25]3[CH:30]=[CH:29][C:28]([CH2:31][C:32]([CH3:36])([CH3:35])[CH2:33][OH:34])=[C:27]([C:37]([F:40])([F:39])[F:38])[CH:26]=3)=[O:23])=[C:17]([F:41])[CH:16]=2)=[C:11]([O:42][CH2:43][CH3:44])[CH:10]=1)C1C=CC=CC=1, predict the reaction product. The product is: [CH2:43]([O:42][C:11]1[C:12]([C:15]2[CH:20]=[CH:19][C:18]([CH2:21][C:22]([NH:24][C:25]3[CH:30]=[CH:29][C:28]([CH2:31][C:32]([CH3:35])([CH3:36])[CH2:33][OH:34])=[C:27]([C:37]([F:39])([F:40])[F:38])[CH:26]=3)=[O:23])=[C:17]([F:41])[CH:16]=2)=[CH:13][NH:14][C:9](=[O:8])[CH:10]=1)[CH3:44].